Predict the reaction yield, written as a fraction of the theoretical maximum amount of product (1.0 means a 100% yield; for example, 0.34 means a 34% yield). From a dataset of Reaction yield outcomes from USPTO patents with 853,638 reactions. (1) The reactants are C(OC(OC(C)(C)C)=O)(OC(C)(C)C)=[O:2].O=C1N[C:20](=[O:22])[C:19]2([CH2:27][CH2:26][N:25]([C:28]([O:30][C:31]([CH3:34])([CH3:33])[CH3:32])=[O:29])[CH2:24][CH2:23]2)[NH:18]1.C(N(CC)CC)C. The catalyst is C1COCC1. The product is [NH2:18][C:19]1([C:20]([OH:22])=[O:2])[CH2:27][CH2:26][N:25]([C:28]([O:30][C:31]([CH3:34])([CH3:33])[CH3:32])=[O:29])[CH2:24][CH2:23]1. The yield is 0.760. (2) The reactants are Br[C:2]1[C:3]([CH2:18][C:19]2[CH:24]=[CH:23][C:22]([Cl:25])=[C:21]([Cl:26])[CH:20]=2)=[C:4]([C:13]([O:15][CH2:16][CH3:17])=[O:14])[S:5][C:6]=1[N:7]1[CH2:12][CH2:11][O:10][CH2:9][CH2:8]1.[CH3:27][CH:28]([C:30]1[CH:35]=[C:34](C(C)C)[C:33](C2C=CC=CC=2P(C2CCCCC2)C2CCCCC2)=[C:32](C(C)C)[CH:31]=1)C.C1(C#C)C=CC=CC=1.CN(C=O)C. The catalyst is CCOC(C)=O.O.CC#N.CC#N.Cl[Pd]Cl. The product is [Cl:26][C:21]1[CH:20]=[C:19]([CH:24]=[CH:23][C:22]=1[Cl:25])[CH2:18][C:3]1[C:2]([C:27]#[C:28][C:30]2[CH:35]=[CH:34][CH:33]=[CH:32][CH:31]=2)=[C:6]([N:7]2[CH2:12][CH2:11][O:10][CH2:9][CH2:8]2)[S:5][C:4]=1[C:13]([O:15][CH2:16][CH3:17])=[O:14]. The yield is 0.400. (3) The reactants are I[C:2]1[CH:28]=[CH:27][C:26]([CH3:29])=[CH:25][C:3]=1[C:4]([N:6]1[CH2:11][CH2:10][CH2:9][C@@H:8]([CH3:12])[C@H:7]1[CH2:13][N:14]1[C:22](=[O:23])[C:21]2[C:16](=[CH:17][CH:18]=[CH:19][CH:20]=2)[C:15]1=[O:24])=[O:5].C([Sn](CCCC)(CCCC)[C:35]1[N:40]=[CH:39][CH:38]=[CH:37][N:36]=1)CCC.[F-].[Cs+]. The catalyst is CN(C=O)C.[Cu]I.C1C=CC([P]([Pd]([P](C2C=CC=CC=2)(C2C=CC=CC=2)C2C=CC=CC=2)([P](C2C=CC=CC=2)(C2C=CC=CC=2)C2C=CC=CC=2)[P](C2C=CC=CC=2)(C2C=CC=CC=2)C2C=CC=CC=2)(C2C=CC=CC=2)C2C=CC=CC=2)=CC=1. The product is [CH3:12][C@@H:8]1[CH2:9][CH2:10][CH2:11][N:6]([C:4](=[O:5])[C:3]2[CH:25]=[C:26]([CH3:29])[CH:27]=[CH:28][C:2]=2[C:35]2[N:40]=[CH:39][CH:38]=[CH:37][N:36]=2)[C@@H:7]1[CH2:13][N:14]1[C:22](=[O:23])[C:21]2[C:16](=[CH:17][CH:18]=[CH:19][CH:20]=2)[C:15]1=[O:24]. The yield is 0.610. (4) The reactants are [NH2:1][C:2]1[N:7]=[C:6](/[C:8](=[C:11]2\[NH:12][C:13]3[CH:21]=[CH:20][CH:19]=[CH:18][C:14]=3[N:15]\2[CH2:16][CH3:17])/[C:9]#[N:10])[C:5]([CH3:22])=[CH:4][N:3]=1.[CH3:23][N:24]([CH3:30])[CH2:25][CH2:26][C:27](O)=[O:28]. No catalyst specified. The product is [C:9](/[C:8](=[C:11]1/[NH:12][C:13]2[CH:21]=[CH:20][CH:19]=[CH:18][C:14]=2[N:15]/1[CH2:16][CH3:17])/[C:6]1[C:5]([CH3:22])=[CH:4][N:3]=[C:2]([NH:1][C:27](=[O:28])[CH2:26][CH2:25][N:24]([CH3:30])[CH3:23])[N:7]=1)#[N:10]. The yield is 0.800. (5) The reactants are Cl.[Cl:2][C:3]1[C:4]([N:9]([C@@H:29]2[CH2:34][CH2:33][CH2:32][NH:31][CH2:30]2)[C:10]([C:12]2[CH:17]=[CH:16][C:15]([C:18]3[CH:19]=[N:20][N:21]([CH3:28])[C:22]=3[C:23]([O:25]CC)=[O:24])=[CH:14][CH:13]=2)=[O:11])=[N:5][CH:6]=[CH:7][CH:8]=1.[OH-].[Na+].O. The catalyst is C1COCC1. The product is [Cl:2][C:3]1[C:4]([N:9]([C@@H:29]2[CH2:34][CH2:33][CH2:32][NH:31][CH2:30]2)[C:10]([C:12]2[CH:13]=[CH:14][C:15]([C:18]3[CH:19]=[N:20][N:21]([CH3:28])[C:22]=3[C:23]([OH:25])=[O:24])=[CH:16][CH:17]=2)=[O:11])=[N:5][CH:6]=[CH:7][CH:8]=1. The yield is 0.970. (6) The reactants are Cl[C:2]1[CH:7]=[C:6]([O:8][C:9]2[CH:10]=[CH:11][C:12]([NH:16][C:17]([NH:19][C:20](=[O:25])[C:21]([CH3:24])([CH3:23])[CH3:22])=[O:18])=[N:13][C:14]=2[CH3:15])[CH:5]=[CH:4][N:3]=1. The catalyst is C1C=CC([P]([Pd]([P](C2C=CC=CC=2)(C2C=CC=CC=2)C2C=CC=CC=2)([P](C2C=CC=CC=2)(C2C=CC=CC=2)C2C=CC=CC=2)[P](C2C=CC=CC=2)(C2C=CC=CC=2)C2C=CC=CC=2)(C2C=CC=CC=2)C2C=CC=CC=2)=CC=1. The product is [CH3:15][C:14]1[N:13]=[C:12]([NH:16][C:17]([NH:19][C:20](=[O:25])[C:21]([CH3:24])([CH3:23])[CH3:22])=[O:18])[CH:11]=[CH:10][C:9]=1[O:8][C:6]1[CH:5]=[CH:4][N:3]=[C:2]([C:11]2[CH:12]=[N:13][C:14]([CH3:15])=[CH:9][CH:10]=2)[CH:7]=1. The yield is 0.650. (7) The product is [C:11]1([CH:17]([N:23]2[CH:27]=[C:26]([C:28]3[C:29]4[CH:36]=[CH:35][N:34]([CH2:37][O:38][CH2:39][CH2:40][Si:41]([CH3:42])([CH3:44])[CH3:43])[C:30]=4[N:31]=[CH:32][N:33]=3)[CH:25]=[N:24]2)[CH2:18][CH2:19][OH:20])[CH:16]=[CH:15][CH:14]=[CH:13][CH:12]=1. The reactants are [H-].C([Al+]CC(C)C)C(C)C.[C:11]1([CH:17]([N:23]2[CH:27]=[C:26]([C:28]3[C:29]4[CH:36]=[CH:35][N:34]([CH2:37][O:38][CH2:39][CH2:40][Si:41]([CH3:44])([CH3:43])[CH3:42])[C:30]=4[N:31]=[CH:32][N:33]=3)[CH:25]=[N:24]2)[CH2:18][C:19](OC)=[O:20])[CH:16]=[CH:15][CH:14]=[CH:13][CH:12]=1.C(Cl)Cl. The yield is 0.920. The catalyst is CCCCCC. (8) The reactants are [Br:1][C:2]1[CH:7]=[CH:6][C:5]([F:8])=[CH:4][C:3]=1[F:9].[N+:10]([O-])([OH:12])=[O:11]. The catalyst is OS(O)(=O)=O. The product is [Br:1][C:2]1[CH:7]=[C:6]([N+:10]([O-:12])=[O:11])[C:5]([F:8])=[CH:4][C:3]=1[F:9]. The yield is 0.970.